Predict the reaction yield, written as a fraction of the theoretical maximum amount of product (1.0 means a 100% yield; for example, 0.34 means a 34% yield). From a dataset of Reaction yield outcomes from USPTO patents with 853,638 reactions. The reactants are [NH2:1][CH2:2][C@H:3]([F:6])[CH2:4][OH:5].C(=O)([O-])[O-].[K+].[K+].[C:13](O[C:13]([O:15][C:16]([CH3:19])([CH3:18])[CH3:17])=[O:14])([O:15][C:16]([CH3:19])([CH3:18])[CH3:17])=[O:14]. The catalyst is O1CCOCC1. The product is [F:6][C@H:3]([CH2:4][OH:5])[CH2:2][NH:1][C:13](=[O:14])[O:15][C:16]([CH3:19])([CH3:18])[CH3:17]. The yield is 0.990.